Dataset: NCI-60 drug combinations with 297,098 pairs across 59 cell lines. Task: Regression. Given two drug SMILES strings and cell line genomic features, predict the synergy score measuring deviation from expected non-interaction effect. (1) Drug 1: COC1=C(C=C2C(=C1)N=CN=C2NC3=CC(=C(C=C3)F)Cl)OCCCN4CCOCC4. Drug 2: CC1C(C(CC(O1)OC2CC(CC3=C2C(=C4C(=C3O)C(=O)C5=C(C4=O)C(=CC=C5)OC)O)(C(=O)C)O)N)O.Cl. Cell line: SNB-75. Synergy scores: CSS=53.1, Synergy_ZIP=3.76, Synergy_Bliss=13.9, Synergy_Loewe=10.1, Synergy_HSA=15.7. (2) Drug 1: C1C(C(OC1N2C=NC3=C(N=C(N=C32)Cl)N)CO)O. Drug 2: CC1=C(C(=CC=C1)Cl)NC(=O)C2=CN=C(S2)NC3=CC(=NC(=N3)C)N4CCN(CC4)CCO. Cell line: SK-MEL-5. Synergy scores: CSS=8.74, Synergy_ZIP=-2.34, Synergy_Bliss=0.00658, Synergy_Loewe=-0.0555, Synergy_HSA=0.892. (3) Drug 1: CCCS(=O)(=O)NC1=C(C(=C(C=C1)F)C(=O)C2=CNC3=C2C=C(C=N3)C4=CC=C(C=C4)Cl)F. Drug 2: CC1=C2C(C(=O)C3(C(CC4C(C3C(C(C2(C)C)(CC1OC(=O)C(C(C5=CC=CC=C5)NC(=O)OC(C)(C)C)O)O)OC(=O)C6=CC=CC=C6)(CO4)OC(=O)C)O)C)O. Cell line: HOP-62. Synergy scores: CSS=31.8, Synergy_ZIP=8.21, Synergy_Bliss=8.40, Synergy_Loewe=-5.64, Synergy_HSA=5.48.